Dataset: Forward reaction prediction with 1.9M reactions from USPTO patents (1976-2016). Task: Predict the product of the given reaction. (1) Given the reactants [CH3:1][CH2:2][C@H:3]([NH:10][C:11]([C:13]1[C:22]([OH:23])=[C:21]([C:24]2[CH:25]=[CH:26][CH:27]=[CH:28][CH:29]=2)[N:20]=[C:19]2[C:14]=1[CH:15]=[CH:16][CH:17]=[CH:18]2)=[O:12])[C:4]1[CH:5]=[CH:6][CH:7]=[CH:8][CH:9]=1.Cl.C(O)C, predict the reaction product. The product is: [CH3:1][CH2:2][C@H:3]([NH:10][C:11]([C:13]1[C:22]([OH:23])=[C:21]([C:24]2[CH:29]=[CH:28][CH:27]=[CH:26][CH:25]=2)[N:20]=[C:19]2[C:14]=1[CH:15]=[CH:16][CH:17]=[CH:18]2)=[O:12])[C:4]1[CH:5]=[CH:6][CH:7]=[CH:8][CH:9]=1. (2) Given the reactants [C:1]1([CH:7]2[CH2:12][CH2:11][NH:10][CH2:9][CH2:8]2)[CH:6]=[CH:5][CH:4]=[CH:3][CH:2]=1.N1C=CC=CC=1.[C:19](Cl)(=[O:21])[CH3:20], predict the reaction product. The product is: [C:1]1([CH:7]2[CH2:8][CH2:9][N:10]([C:19](=[O:21])[CH3:20])[CH2:11][CH2:12]2)[CH:6]=[CH:5][CH:4]=[CH:3][CH:2]=1. (3) Given the reactants [Br:1][C:2]1[CH:7]=[CH:6][C:5](B(O)O)=[C:4]([F:11])[CH:3]=1.Br[C:13]1[N:18]=[CH:17][C:16]([O:19][CH2:20][CH:21]2[CH2:26][CH2:25][N:24]([C:27]([O:29][C:30]([CH3:33])([CH3:32])[CH3:31])=[O:28])[CH2:23][CH2:22]2)=[CH:15][CH:14]=1.C([O-])([O-])=O.[Na+].[Na+], predict the reaction product. The product is: [Br:1][C:2]1[CH:7]=[CH:6][C:5]([C:13]2[N:18]=[CH:17][C:16]([O:19][CH2:20][CH:21]3[CH2:22][CH2:23][N:24]([C:27]([O:29][C:30]([CH3:33])([CH3:32])[CH3:31])=[O:28])[CH2:25][CH2:26]3)=[CH:15][CH:14]=2)=[C:4]([F:11])[CH:3]=1. (4) Given the reactants [CH3:1][C:2]1[CH:7]=[CH:6][N:5]=[CH:4][C:3]=1[NH2:8].Cl[C:10]1[N:22]=[CH:21][CH:20]=[CH:19][C:11]=1[C:12]([N:14]([CH2:17][CH3:18])[CH2:15][CH3:16])=[O:13].[H-].[Na+].O, predict the reaction product. The product is: [CH2:17]([N:14]([CH2:15][CH3:16])[C:12](=[O:13])[C:11]1[CH:19]=[CH:20][CH:21]=[N:22][C:10]=1[NH:8][C:3]1[CH:4]=[N:5][CH:6]=[CH:7][C:2]=1[CH3:1])[CH3:18]. (5) Given the reactants [Br:1][C:2]1[C:10]2[S:9][C:8]([CH:11]=O)=[CH:7][C:6]=2[CH:5]=[CH:4][CH:3]=1.II.[NH3:15], predict the reaction product. The product is: [Br:1][C:2]1[C:10]2[S:9][C:8]([C:11]#[N:15])=[CH:7][C:6]=2[CH:5]=[CH:4][CH:3]=1. (6) The product is: [Br:14][CH2:9][C@@H:8]([CH2:7][CH2:6][CH3:11])[C:10]([OH:17])=[O:21]. Given the reactants N([O-])=O.[Na+].N[C@H:6]([C:11](O)=O)[CH2:7][CH:8]([CH3:10])[CH3:9].[Br-:14].[K+].S(=O)(=O)(O)[OH:17].[OH2:21], predict the reaction product. (7) The product is: [CH2:9]([O:11][C:12]([CH:13]1[CH2:2][CH:14]1[C:15]1[C:23]2[C:18](=[CH:19][CH:20]=[C:21]([O:24][CH3:25])[CH:22]=2)[N:17]([S:26]([C:29]2[CH:30]=[CH:31][C:32]([O:35][CH3:36])=[CH:33][CH:34]=2)(=[O:27])=[O:28])[CH:16]=1)=[O:37])[CH3:10]. Given the reactants [I-].[CH3:2][S+](C)(C)=O.[H-].[Na+].[CH2:9]([O:11][C:12](=[O:37])/[CH:13]=[CH:14]\[C:15]1[C:23]2[C:18](=[CH:19][CH:20]=[C:21]([O:24][CH3:25])[CH:22]=2)[N:17]([S:26]([C:29]2[CH:34]=[CH:33][C:32]([O:35][CH3:36])=[CH:31][CH:30]=2)(=[O:28])=[O:27])[CH:16]=1)[CH3:10].O, predict the reaction product. (8) Given the reactants [C:1]1([C:7]2[CH:12]=[C:11]([C:13]([CH3:15])=C)[CH:10]=[CH:9][N:8]=2)[CH:6]=[CH:5][CH:4]=[CH:3][CH:2]=1.[CH3:16]CO, predict the reaction product. The product is: [C:1]1([C:7]2[CH:12]=[C:11]([CH2:13][CH2:15][CH3:16])[CH:10]=[CH:9][N:8]=2)[CH:2]=[CH:3][CH:4]=[CH:5][CH:6]=1. (9) Given the reactants CO.[O:3]1CCOCC1.I[C:10]1[CH:15]=[CH:14][C:13]([S:16][CH3:17])=[CH:12][C:11]=1[N+:18]([O-])=O.CCN(CC)CC.[NH2:28][C:29]1[CH:34]=[CH:33][CH:32]=[CH:31][C:30]=1B(O)O.[OH2:38], predict the reaction product. The product is: [CH3:17][S:16][C:13]1[CH:14]=[CH:15][C:10]([C:30]2[CH:31]=[CH:32][CH:33]=[CH:34][C:29]=2[N+:28]([O-:3])=[O:38])=[C:11]([NH2:18])[CH:12]=1. (10) The product is: [CH3:20][O:21][CH2:18][CH2:16][N:7]1[C:6]2[CH:19]=[C:2]([O:40][CH2:39][C@@H:34]([NH:33][C:26](=[O:27])[O:28][C:29]([CH3:31])([CH3:30])[CH3:32])[CH2:35][CH:36]([CH3:37])[CH3:38])[CH:3]=[CH:4][C:5]=2[C:14]2[C:9](=[CH:10][N:11]=[CH:12][CH:13]=2)[C:8]1=[O:15]. Given the reactants Cl[C:2]1[CH:3]=[CH:4][C:5]2[C:14]3[C:9](=[CH:10][N:11]=[CH:12][CH:13]=3)[C:8](=[O:15])[N:7]([CH:16]3[CH2:18]C3)[C:6]=2[CH:19]=1.[C:20](=O)([O-])[O-:21].[Cs+].[Cs+].[C:26]([NH:33][C@H:34]([CH2:39][OH:40])[CH2:35][CH:36]([CH3:38])[CH3:37])([O:28][C:29]([CH3:32])([CH3:31])[CH3:30])=[O:27].C(P(C(C)(C)C)C1C=CC=CC=1C1C(C(C)C)=CC(C(C)C)=CC=1C(C)C)(C)(C)C, predict the reaction product.